This data is from Forward reaction prediction with 1.9M reactions from USPTO patents (1976-2016). The task is: Predict the product of the given reaction. (1) Given the reactants [Br:1][C:2]1[C:3]([N:14](C(OCC(Cl)(Cl)Cl)=O)[C@H:15]([C:20]([O:22][CH2:23][C:24]2[CH:29]=[CH:28][C:27]([O:30][CH3:31])=[CH:26][CH:25]=2)=[O:21])[CH2:16][CH:17]([CH3:19])[CH3:18])=[N:4][N:5]([C:7]([O:9][C:10]([CH3:13])([CH3:12])[CH3:11])=[O:8])[CH:6]=1.OP([O-])(O)=O.[K+], predict the reaction product. The product is: [Br:1][C:2]1[C:3]([NH:14][C@H:15]([C:20]([O:22][CH2:23][C:24]2[CH:25]=[CH:26][C:27]([O:30][CH3:31])=[CH:28][CH:29]=2)=[O:21])[CH2:16][CH:17]([CH3:19])[CH3:18])=[N:4][N:5]([C:7]([O:9][C:10]([CH3:11])([CH3:12])[CH3:13])=[O:8])[CH:6]=1. (2) Given the reactants [CH2:1]([O:3][P:4]([C:9]1[CH:10]=[C:11]([C:14]2[S:15][CH:16]=[CH:17][C:18]=2[P:19]([O:24][CH2:25][CH3:26])([O:21][CH2:22][CH3:23])=[O:20])[S:12][CH:13]=1)([O:6][CH2:7][CH3:8])=[O:5])[CH3:2].[I:27]N1C(=O)CCC1=O.S([O-])([O-])(=O)=S.[Na+].[Na+], predict the reaction product. The product is: [CH2:7]([O:6][P:4]([C:9]1[CH:10]=[C:11]([C:14]2[S:15][C:16]([I:27])=[CH:17][C:18]=2[P:19]([O:21][CH2:22][CH3:23])([O:24][CH2:25][CH3:26])=[O:20])[S:12][CH:13]=1)([O:3][CH2:1][CH3:2])=[O:5])[CH3:8]. (3) Given the reactants [Cl:1][C:2]1[CH:3]=[CH:4][CH:5]=[C:6]2[C:11]=1[N:10]=[N:9][C:8]([C:12]1[CH:17]=[CH:16][CH:15]=[CH:14][CH:13]=1)=[C:7]2[C:18]1[CH:19]=[C:20]([OH:24])[CH:21]=[CH:22][CH:23]=1.Br[CH2:26][C:27]1[CH:32]=[CH:31][C:30]([CH2:33][C:34]([OH:36])=[O:35])=[CH:29][CH:28]=1.C(=O)([O-])[O-].[Na+].[Na+].[I].[K], predict the reaction product. The product is: [Cl:1][C:2]1[CH:3]=[CH:4][CH:5]=[C:6]2[C:11]=1[N:10]=[N:9][C:8]([C:12]1[CH:13]=[CH:14][CH:15]=[CH:16][CH:17]=1)=[C:7]2[C:18]1[CH:19]=[C:20]([CH:21]=[CH:22][CH:23]=1)[O:24][CH2:26][C:27]1[CH:28]=[CH:29][C:30]([CH2:33][C:34]([OH:36])=[O:35])=[CH:31][CH:32]=1. (4) The product is: [C:18]([O:17][C:15](=[O:16])[NH:14][CH:9]1[CH2:8][C:7]2[C:2](=[N:3][CH:4]=[CH:5][CH:6]=2)[NH:1][C:10]1=[O:11])([CH3:21])([CH3:20])[CH3:19]. Given the reactants [NH2:1][C:2]1[C:7](/[CH:8]=[C:9](\[NH:14][C:15]([O:17][C:18]([CH3:21])([CH3:20])[CH3:19])=[O:16])/[C:10](OC)=[O:11])=[CH:6][CH:5]=[CH:4][N:3]=1.[H][H], predict the reaction product. (5) Given the reactants [Cl-].[Mg+2].[Cl-].[CH2:4]([O:6][C:7](=[O:12])[CH2:8][C:9]([O-:11])=O)[CH3:5].[K+].[CH2:14]([CH:21]([NH:31][S:32]([C:35]1[CH:40]=[CH:39][C:38]([Cl:41])=[CH:37][CH:36]=1)(=[O:34])=[O:33])C(=O)C(CC)C(=O)CC)[C:15]1[CH:20]=[CH:19][CH:18]=[CH:17][CH:16]=1.N1C=CN=C1C(C1NC=CN=1)=O.[Mg].Cl, predict the reaction product. The product is: [Cl:41][C:38]1[CH:39]=[CH:40][C:35]([S:32]([NH:31][C@H:21]([CH2:14][C:15]2[CH:16]=[CH:17][CH:18]=[CH:19][CH:20]=2)[C:9](=[O:11])[CH2:8][C:7]([O:6][CH2:4][CH3:5])=[O:12])(=[O:34])=[O:33])=[CH:36][CH:37]=1. (6) Given the reactants Cl.[NH2:2][C:3]1[C:4]2[C:14]([O:15][CH2:16][C:17]3([NH2:21])[CH2:20][CH2:19][CH2:18]3)=[CH:13][CH:12]=[CH:11][C:5]=2[NH:6][S:7](=[O:10])(=[O:9])[N:8]=1.[CH3:22][N:23]([CH3:33])[C:24]1[CH:25]=[C:26]([CH:30]=[CH:31][N:32]=1)[C:27](O)=[O:28], predict the reaction product. The product is: [NH2:2][C:3]1[C:4]2[C:14]([O:15][CH2:16][C:17]3([NH:21][C:27](=[O:28])[C:26]4[CH:30]=[CH:31][N:32]=[C:24]([N:23]([CH3:22])[CH3:33])[CH:25]=4)[CH2:20][CH2:19][CH2:18]3)=[CH:13][CH:12]=[CH:11][C:5]=2[NH:6][S:7](=[O:10])(=[O:9])[N:8]=1.